Dataset: Reaction yield outcomes from USPTO patents with 853,638 reactions. Task: Predict the reaction yield, written as a fraction of the theoretical maximum amount of product (1.0 means a 100% yield; for example, 0.34 means a 34% yield). (1) The reactants are [CH3:1][C@H:2]([NH2:9])[C:3]1[CH:8]=[CH:7][CH:6]=[CH:5][CH:4]=1.CC([O-])(C)C.[Na+].Cl[C:17]1[CH:22]=[C:21]([C:23]#[N:24])[CH:20]=[CH:19][N:18]=1.CC(O)=O. The catalyst is C1(C)C=CC=CC=1.CC([O-])=O.CC([O-])=O.[Pd+2].C1C=CC(P(C2C(C3C(P(C4C=CC=CC=4)C4C=CC=CC=4)=CC=C4C=3C=CC=C4)=C3C(C=CC=C3)=CC=2)C2C=CC=CC=2)=CC=1. The product is [C:3]1([C@@H:2]([NH:9][C:17]2[CH:22]=[C:21]([CH:20]=[CH:19][N:18]=2)[C:23]#[N:24])[CH3:1])[CH:8]=[CH:7][CH:6]=[CH:5][CH:4]=1. The yield is 0.820. (2) The reactants are F[C:2]1[CH:3]=[C:4]2[C:9](=[CH:10][C:11]=1[N+:12]([O-:14])=[O:13])[NH:8][C:7](=[O:15])[N:6]([NH:16][S:17]([CH3:20])(=[O:19])=[O:18])[C:5]2=[O:21].[NH2:22][C@H:23]([C:26]1[CH:31]=[CH:30][CH:29]=[CH:28][CH:27]=1)[CH2:24][OH:25]. No catalyst specified. The product is [OH:25][CH2:24][C@H:23]([NH:22][C:2]1[CH:3]=[C:4]2[C:9](=[CH:10][C:11]=1[N+:12]([O-:14])=[O:13])[NH:8][C:7](=[O:15])[N:6]([NH:16][S:17]([CH3:20])(=[O:19])=[O:18])[C:5]2=[O:21])[C:26]1[CH:31]=[CH:30][CH:29]=[CH:28][CH:27]=1. The yield is 0.750.